From a dataset of Peptide-MHC class II binding affinity with 134,281 pairs from IEDB. Regression. Given a peptide amino acid sequence and an MHC pseudo amino acid sequence, predict their binding affinity value. This is MHC class II binding data. (1) The peptide sequence is KSILLIMNANTLMGR. The MHC is DRB1_0404 with pseudo-sequence DRB1_0404. The binding affinity (normalized) is 0.769. (2) The peptide sequence is FESTGNLIAPEYGFKISY. The MHC is HLA-DPA10201-DPB10101 with pseudo-sequence HLA-DPA10201-DPB10101. The binding affinity (normalized) is 0.334. (3) The peptide sequence is KGYMFESKSMKLRTQI. The MHC is DRB1_0802 with pseudo-sequence DRB1_0802. The binding affinity (normalized) is 0.622. (4) The peptide sequence is RMFSSTLRAAVPWYA. The binding affinity (normalized) is 0.391. The MHC is DRB1_0301 with pseudo-sequence DRB1_0301.